Dataset: Reaction yield outcomes from USPTO patents with 853,638 reactions. Task: Predict the reaction yield, written as a fraction of the theoretical maximum amount of product (1.0 means a 100% yield; for example, 0.34 means a 34% yield). (1) The reactants are Cl[C:2]1[CH:3]=[CH:4][C:5]2[O:14][CH2:13][CH2:12][C:11]3[CH:10]=[C:9]([C:15]4[N:16]([C:20]5[CH:25]=[CH:24][C:23]([F:26])=[CH:22][C:21]=5[F:27])[N:17]=[CH:18][N:19]=4)[S:8][C:7]=3[C:6]=2[N:28]=1.[N:29]1([C:35]([O:37][C:38]([CH3:41])([CH3:40])[CH3:39])=[O:36])[CH2:34][CH2:33][NH:32][CH2:31][CH2:30]1.CC(C1C=C(C(C)C)C(C2C=CC=CC=2P(C2CCCCC2)C2CCCCC2)=C(C(C)C)C=1)C.C(O[Na])(C)(C)C. The catalyst is O1CCOCC1. The product is [C:38]([O:37][C:35]([N:29]1[CH2:34][CH2:33][N:32]([C:2]2[CH:3]=[CH:4][C:5]3[O:14][CH2:13][CH2:12][C:11]4[CH:10]=[C:9]([C:15]5[N:16]([C:20]6[CH:25]=[CH:24][C:23]([F:26])=[CH:22][C:21]=6[F:27])[N:17]=[CH:18][N:19]=5)[S:8][C:7]=4[C:6]=3[N:28]=2)[CH2:31][CH2:30]1)=[O:36])([CH3:41])([CH3:39])[CH3:40]. The yield is 0.540. (2) The reactants are [Cl:1][C:2]1[CH:30]=[C:29]([N+:31]([O-:33])=[O:32])[C:28]([O:34][CH3:35])=[CH:27][C:3]=1[CH2:4][CH2:5][NH:6][CH2:7][C:8]1[CH:13]=[CH:12][C:11]([N:14]2[CH2:19][CH2:18][N:17]([C:20]([O:22][C:23]([CH3:26])([CH3:25])[CH3:24])=[O:21])[CH2:16][CH2:15]2)=[CH:10][CH:9]=1.C(N(CC)CC)C.[CH3:43][C:44]([O:47][C:48](O[C:48]([O:47][C:44]([CH3:46])([CH3:45])[CH3:43])=[O:49])=[O:49])([CH3:46])[CH3:45].O. The catalyst is C(Cl)Cl. The product is [C:44]([O:47][C:48]([N:6]([CH2:7][C:8]1[CH:13]=[CH:12][C:11]([N:14]2[CH2:19][CH2:18][N:17]([C:20]([O:22][C:23]([CH3:26])([CH3:25])[CH3:24])=[O:21])[CH2:16][CH2:15]2)=[CH:10][CH:9]=1)[CH2:5][CH2:4][C:3]1[CH:27]=[C:28]([O:34][CH3:35])[C:29]([N+:31]([O-:33])=[O:32])=[CH:30][C:2]=1[Cl:1])=[O:49])([CH3:46])([CH3:45])[CH3:43]. The yield is 0.860. (3) The reactants are CN(C)C1C=CC=CC=1.[N+:10]([C:13]1[CH:14]=[CH:15][CH:16]=[C:17]2[C:22]=1[N:21]=[CH:20][NH:19][C:18]2=O)([O-:12])=[O:11].O=P(Cl)(Cl)[Cl:26]. No catalyst specified. The product is [Cl:26][C:18]1[C:17]2[C:22](=[C:13]([N+:10]([O-:12])=[O:11])[CH:14]=[CH:15][CH:16]=2)[N:21]=[CH:20][N:19]=1. The yield is 0.596. (4) The reactants are C[O:2][C:3]([C:5]1[C:6]([CH3:28])=[CH:7][C:8]([CH3:27])=[C:9]([C:11]2[NH:26][C:14]3[CH2:15][N:16]([C:19]([O:21][C:22]([CH3:25])([CH3:24])[CH3:23])=[O:20])[CH2:17][CH2:18][C:13]=3[N:12]=2)[CH:10]=1)=[O:4].[OH-].[Na+]. The catalyst is CO.O. The product is [C:22]([O:21][C:19]([N:16]1[CH2:17][CH2:18][C:13]2[N:12]=[C:11]([C:9]3[C:8]([CH3:27])=[CH:7][C:6]([CH3:28])=[C:5]([CH:10]=3)[C:3]([OH:4])=[O:2])[NH:26][C:14]=2[CH2:15]1)=[O:20])([CH3:25])([CH3:24])[CH3:23]. The yield is 0.690. (5) The reactants are [NH2:1][C:2]1[N:7]=[C:6]([O:8][CH2:9][C:10]([F:13])([F:12])[F:11])[CH:5]=[C:4]([O:14][CH2:15][C:16]([F:19])([F:18])[F:17])[N:3]=1.[C:20](Cl)(Cl)=[S:21]. The catalyst is O1CCOCC1. The product is [F:11][C:10]([F:12])([F:13])[CH2:9][O:8][C:6]1[CH:5]=[C:4]([O:14][CH2:15][C:16]([F:19])([F:17])[F:18])[N:3]=[C:2]([N:1]=[C:20]=[S:21])[N:7]=1. The yield is 0.600.